Dataset: NCI-60 drug combinations with 297,098 pairs across 59 cell lines. Task: Regression. Given two drug SMILES strings and cell line genomic features, predict the synergy score measuring deviation from expected non-interaction effect. Drug 1: C1=C(C(=O)NC(=O)N1)N(CCCl)CCCl. Drug 2: CN(CC1=CN=C2C(=N1)C(=NC(=N2)N)N)C3=CC=C(C=C3)C(=O)NC(CCC(=O)O)C(=O)O. Cell line: DU-145. Synergy scores: CSS=41.3, Synergy_ZIP=3.31, Synergy_Bliss=2.57, Synergy_Loewe=-1.35, Synergy_HSA=4.83.